Dataset: Catalyst prediction with 721,799 reactions and 888 catalyst types from USPTO. Task: Predict which catalyst facilitates the given reaction. Reactant: [Br:1][CH2:2][CH2:3][C:4]([OH:6])=O.[C:7]1([C:13]2[CH:22]=[C:21]3[C:16]([CH2:17][CH2:18][CH2:19][N:20]3[C:23]3[CH:28]=[CH:27][N:26]=[C:25]([NH:29][CH:30]4[CH2:35][CH2:34][NH:33][CH2:32][CH2:31]4)[N:24]=3)=[CH:15][N:14]=2)[CH:12]=[CH:11][CH:10]=[CH:9][CH:8]=1. Product: [Br:1][CH2:2][CH2:3][C:4]([N:33]1[CH2:32][CH2:31][CH:30]([NH:29][C:25]2[N:24]=[C:23]([N:20]3[C:21]4[C:16](=[CH:15][N:14]=[C:13]([C:7]5[CH:12]=[CH:11][CH:10]=[CH:9][CH:8]=5)[CH:22]=4)[CH2:17][CH2:18][CH2:19]3)[CH:28]=[CH:27][N:26]=2)[CH2:35][CH2:34]1)=[O:6]. The catalyst class is: 2.